Task: Predict the product of the given reaction.. Dataset: Forward reaction prediction with 1.9M reactions from USPTO patents (1976-2016) The product is: [F:5][C:6]1[CH:11]=[C:10]([F:12])[CH:9]=[CH:8][C:7]=1[C:13](=[CH2:20])[CH2:14][CH2:15][C:16]([OH:18])=[O:17]. Given the reactants CS(C)=O.[F:5][C:6]1[CH:11]=[C:10]([F:12])[CH:9]=[CH:8][C:7]=1[C:13](=O)[CH2:14][CH2:15][C:16]([OH:18])=[O:17].[CH3:20]C(C)([O-])C.[Na+], predict the reaction product.